This data is from Reaction yield outcomes from USPTO patents with 853,638 reactions. The task is: Predict the reaction yield, written as a fraction of the theoretical maximum amount of product (1.0 means a 100% yield; for example, 0.34 means a 34% yield). (1) The catalyst is O1CCOCC1.Cl. The product is [CH3:1][O:2][C:3]1[CH:8]=[CH:7][C:6]([C:9]2[N:44]=[N:45][N:12]3[C:13]4[CH:19]=[CH:18][N:17]([S:20]([C:23]5[CH:29]=[CH:28][C:26]([CH3:27])=[CH:25][CH:24]=5)(=[O:21])=[O:22])[C:14]=4[N:15]=[CH:16][C:11]=23)=[CH:5][CH:4]=1. The yield is 0.330. The reactants are [CH3:1][O:2][C:3]1[CH:8]=[CH:7][C:6]([C:9]([C:11]2[N:12]=[C:13]3[CH:19]=[CH:18][N:17]([S:20]([C:23]4[CH:29]=[CH:28][C:26]([CH3:27])=[CH:25][CH:24]=4)(=[O:22])=[O:21])[C:14]3=[N:15][CH:16]=2)=O)=[CH:5][CH:4]=1.C(O)CC.CC1C=CC(S([NH:44][NH2:45])(=O)=O)=CC=1.N1CCOCC1. (2) The reactants are Cl.[CH3:2][NH:3][CH2:4][CH2:5][CH2:6][CH2:7][Cl:8].[P:9](Cl)([Cl:12])([Cl:11])=[O:10].C(N(CC)CC)C.[Cl-].[NH4+]. The catalyst is C(Cl)Cl. The product is [CH3:2][N:3]([CH2:4][CH2:5][CH2:6][CH2:7][Cl:8])[P:9]([Cl:12])([Cl:11])=[O:10]. The yield is 0.850. (3) The reactants are [N+:1]([C:4]1[CH:9]=[CH:8][C:7]([S:10]([N:13]2[CH2:18][CH2:17][NH:16][CH2:15][CH2:14]2)(=[O:12])=[O:11])=[CH:6][CH:5]=1)([O-:3])=[O:2].[CH2:19]([N:26]=[C:27]=[O:28])[C:20]1[CH:25]=[CH:24][CH:23]=[CH:22][CH:21]=1. The catalyst is N1C=CC=CC=1. The product is [CH2:19]([NH:26][C:27]([N:16]1[CH2:17][CH2:18][N:13]([S:10]([C:7]2[CH:8]=[CH:9][C:4]([N+:1]([O-:3])=[O:2])=[CH:5][CH:6]=2)(=[O:12])=[O:11])[CH2:14][CH2:15]1)=[O:28])[C:20]1[CH:25]=[CH:24][CH:23]=[CH:22][CH:21]=1. The yield is 0.470. (4) The reactants are [Cl:1][C:2]1[CH:3]=[C:4]([N:10]2[CH:14]([C:15]3[CH2:19][CH2:18][CH2:17][CH:16]=3)[CH:13]3[CH2:20][O:21][C:22]4[CH:23]=[C:24]([C:28]([O:30]C)=[O:29])[CH:25]=[CH:26][C:27]=4[C:12]3=[N:11]2)[CH:5]=[CH:6][C:7]=1[C:8]#[N:9].[OH-].[Na+]. The catalyst is CO.O1CCCC1. The product is [Cl:1][C:2]1[CH:3]=[C:4]([N:10]2[CH:14]([C:15]3[CH2:19][CH2:18][CH2:17][CH:16]=3)[CH:13]3[CH2:20][O:21][C:22]4[CH:23]=[C:24]([C:28]([OH:30])=[O:29])[CH:25]=[CH:26][C:27]=4[C:12]3=[N:11]2)[CH:5]=[CH:6][C:7]=1[C:8]#[N:9]. The yield is 0.220.